Dataset: Full USPTO retrosynthesis dataset with 1.9M reactions from patents (1976-2016). Task: Predict the reactants needed to synthesize the given product. Given the product [CH3:29][O:30][C:31]([CH:24]1[C:23](=[O:26])[C:22]([CH3:28])([CH3:27])[CH2:21][N:20]([C:18]([O:17][C:13]([CH3:16])([CH3:14])[CH3:15])=[O:19])[CH2:25]1)=[O:32], predict the reactants needed to synthesize it. The reactants are: C(NC(C)C)(C)C.[Li]CCCC.[C:13]([O:17][C:18]([N:20]1[CH2:25][CH2:24][C:23](=[O:26])[C:22]([CH3:28])([CH3:27])[CH2:21]1)=[O:19])([CH3:16])([CH3:15])[CH3:14].[CH3:29][O:30][C:31](C#N)=[O:32].